This data is from Forward reaction prediction with 1.9M reactions from USPTO patents (1976-2016). The task is: Predict the product of the given reaction. (1) Given the reactants [C:1](Cl)(=[O:10])[C:2]1[CH:7]=[CH:6][C:5]([O:8][CH3:9])=[CH:4][CH:3]=1.[SH:12][C:13]1[CH:18]=[CH:17][CH:16]=[CH:15][N:14]=1, predict the reaction product. The product is: [CH3:9][O:8][C:5]1[CH:6]=[CH:7][C:2]([C:1](=[O:10])[S:12][C:13]2[CH:18]=[CH:17][CH:16]=[CH:15][N:14]=2)=[CH:3][CH:4]=1. (2) Given the reactants [CH:1]([O:4][C:5](=[O:16])[C:6]1[CH:11]=[CH:10][C:9]([C:12]([F:15])([F:14])[F:13])=[CH:8][CH:7]=1)([CH3:3])[CH3:2].C([O:20][B:21](OC(C)C)[O:22]C(C)C)(C)C.[Li+].CC([N-]C(C)C)C.Cl, predict the reaction product. The product is: [CH:1]([O:4][C:5](=[O:16])[C:6]1[CH:11]=[CH:10][C:9]([C:12]([F:14])([F:15])[F:13])=[CH:8][C:7]=1[B:21]([OH:22])[OH:20])([CH3:3])[CH3:2].